Dataset: Forward reaction prediction with 1.9M reactions from USPTO patents (1976-2016). Task: Predict the product of the given reaction. (1) Given the reactants Br[CH2:2][C:3]([O:5][CH2:6][CH3:7])=[O:4].[NH2:8][C:9]1[CH:10]=[C:11]([CH3:16])[C:12]([OH:15])=[CH:13][CH:14]=1.C([O-])([O-])=O.[Cs+].[Cs+], predict the reaction product. The product is: [CH2:6]([O:5][C:3](=[O:4])[CH2:2][O:15][C:12]1[CH:13]=[CH:14][C:9]([NH2:8])=[CH:10][C:11]=1[CH3:16])[CH3:7]. (2) The product is: [CH:22]12[CH2:23][CH:24]([CH:20]=[CH:21]1)[N:2]([C:3]([O:5][C:6]([CH3:9])([CH3:8])[CH3:7])=[O:4])[N:1]2[C:10]([O:12][CH2:13][C:14]1[CH:15]=[CH:16][CH:17]=[CH:18][CH:19]=1)=[O:11]. Given the reactants [N:1](/[C:10]([O:12][CH2:13][C:14]1[CH:19]=[CH:18][CH:17]=[CH:16][CH:15]=1)=[O:11])=[N:2]\[C:3]([O:5][C:6]([CH3:9])([CH3:8])[CH3:7])=[O:4].[CH:20]1[CH2:24][CH:23]=[CH:22][CH:21]=1, predict the reaction product. (3) Given the reactants [N+:1]([C:4]1[CH:12]=[CH:11][C:7]2=[N:8][S:9][CH:10]=[C:6]2[CH:5]=1)([O-])=O.Cl, predict the reaction product. The product is: [N:8]1[S:9][CH:10]=[C:6]2[CH:5]=[C:4]([NH2:1])[CH:12]=[CH:11][C:7]=12. (4) Given the reactants [C:1]([O:5][C:6]([N:8]1[CH2:17][CH2:16][C:15]2[C:10](=[C:11]([C:18]([OH:20])=O)[CH:12]=[CH:13][CH:14]=2)[CH:9]1[CH3:21])=[O:7])([CH3:4])([CH3:3])[CH3:2].C1CN([P+](ON2N=NC3C=CC=CC2=3)(N2CCCC2)N2CCCC2)CC1.F[P-](F)(F)(F)(F)F.C(N(CC)CC)C.[S:62]1[C:66]2[CH:67]=[CH:68][CH:69]=[CH:70][C:65]=2[N:64]=[C:63]1[NH2:71], predict the reaction product. The product is: [S:62]1[C:66]2[CH:67]=[CH:68][CH:69]=[CH:70][C:65]=2[N:64]=[C:63]1[NH:71][C:18]([C:11]1[CH:12]=[CH:13][CH:14]=[C:15]2[C:10]=1[CH:9]([CH3:21])[N:8]([C:6]([O:5][C:1]([CH3:3])([CH3:4])[CH3:2])=[O:7])[CH2:17][CH2:16]2)=[O:20]. (5) Given the reactants Cl[C:2]1[N:7]=[CH:6][C:5]([C:8]([C:10]2[CH:15]=[CH:14][C:13]([O:16][CH:17]3[CH2:22][CH2:21][CH2:20][CH2:19][O:18]3)=[CH:12][CH:11]=2)=[O:9])=[CH:4][CH:3]=1.[CH2:23]([N:26]1[CH2:30][CH2:29][CH2:28][CH2:27]1)[C:24]#[CH:25], predict the reaction product. The product is: [N:26]1([CH2:23][C:24]#[C:25][C:2]2[N:7]=[CH:6][C:5]([C:8]([C:10]3[CH:15]=[CH:14][C:13]([O:16][CH:17]4[CH2:22][CH2:21][CH2:20][CH2:19][O:18]4)=[CH:12][CH:11]=3)=[O:9])=[CH:4][CH:3]=2)[CH2:30][CH2:29][CH2:28][CH2:27]1. (6) Given the reactants [NH2:1][C:2]1[C:10]2[C:5](=[CH:6][CH:7]=[CH:8][C:9]=2[F:11])[C@@:4]([C:19]2[CH:20]=[C:21]([CH3:28])[C:22](=[O:27])[N:23]([CH2:25][CH3:26])[CH:24]=2)([C:12]2[CH:17]=[CH:16][CH:15]=[C:14](Br)[CH:13]=2)[N:3]=1.C([O-])(=O)C.[K+].B1(B2OC(C)(C)C(C)(C)O2)OC(C)(C)C(C)(C)O1.Br[C:53]1[CH:58]=[CH:57][CH:56]=[C:55]([C:59]#[C:60][CH3:61])[N:54]=1, predict the reaction product. The product is: [NH2:1][C:2]1[C:10]2[C:5](=[CH:6][CH:7]=[CH:8][C:9]=2[F:11])[C@@:4]([C:19]2[CH:20]=[C:21]([CH3:28])[C:22](=[O:27])[N:23]([CH2:25][CH3:26])[CH:24]=2)([C:12]2[CH:17]=[CH:16][CH:15]=[C:14]([C:53]3[CH:58]=[CH:57][CH:56]=[C:55]([C:59]#[C:60][CH3:61])[N:54]=3)[CH:13]=2)[N:3]=1. (7) Given the reactants C1(C(=[N:14][CH2:15][C:16]([O:18][CH2:19][CH3:20])=[O:17])C2C=CC=CC=2)C=CC=CC=1.[H-].[Na+].[Br:23][C:24]1[CH:25]=[C:26]([Cl:31])[C:27](Cl)=[N:28][CH:29]=1, predict the reaction product. The product is: [NH2:14][CH:15]([C:27]1[C:26]([Cl:31])=[CH:25][C:24]([Br:23])=[CH:29][N:28]=1)[C:16]([O:18][CH2:19][CH3:20])=[O:17].